From a dataset of Forward reaction prediction with 1.9M reactions from USPTO patents (1976-2016). Predict the product of the given reaction. Given the reactants [OH:1][C:2]1[CH:19]=[C:18]2[C:5]([C@@:6]3([CH3:25])[C@H:15]([CH2:16][S:17]2(=[O:21])=[O:20])[C@:14]2([CH3:22])[C@H:9]([C:10]([CH3:24])([CH3:23])[CH2:11][CH2:12][CH2:13]2)[CH2:8][CH2:7]3)=[C:4]([C:26](O)=[O:27])[CH:3]=1.CN(C(ON1N=NC2C=CC=NC1=2)=[N+](C)C)C.F[P-](F)(F)(F)(F)F.CN1CCOCC1.Cl.[CH3:61][O:62][C:63](=[O:66])[CH2:64][NH2:65], predict the reaction product. The product is: [OH:1][C:2]1[CH:19]=[C:18]2[C:5]([C@@:6]3([CH3:25])[C@H:15]([CH2:16][S:17]2(=[O:21])=[O:20])[C@:14]2([CH3:22])[C@H:9]([C:10]([CH3:23])([CH3:24])[CH2:11][CH2:12][CH2:13]2)[CH2:8][CH2:7]3)=[C:4]([C:26]([NH:65][CH2:64][C:63]([O:62][CH3:61])=[O:66])=[O:27])[CH:3]=1.